Regression/Classification. Given a drug SMILES string, predict its absorption, distribution, metabolism, or excretion properties. Task type varies by dataset: regression for continuous measurements (e.g., permeability, clearance, half-life) or binary classification for categorical outcomes (e.g., BBB penetration, CYP inhibition). Dataset: cyp1a2_veith. From a dataset of CYP1A2 inhibition data for predicting drug metabolism from PubChem BioAssay. (1) The drug is CCOC(=O)C1CCCN(C(=O)/C=C/c2cccc([N+](=O)[O-])c2)C1. The result is 1 (inhibitor). (2) The molecule is CCOC(=O)O[C@@H](C)OC(=O)[C@@H]1N2C(=O)[C@@H](NC(=O)[C@@H](N)c3ccccc3)[C@H]2SC1(C)C. The result is 0 (non-inhibitor). (3) The drug is CC(C)n1nnnc1-c1cc(Cl)cc(Cl)c1. The result is 1 (inhibitor). (4) The molecule is CC(C)(C)CC(C)(C)c1cc(O)c(O)c(CN2CCCCC2)c1. The result is 0 (non-inhibitor). (5) The compound is CCCC(=O)Nc1ncnc2c1ncn2[C@@H]1O[C@H]2COP(=O)([O-])O[C@@H]2[C@@H]1OC(=O)CCC.O.[Na+]. The result is 0 (non-inhibitor).